This data is from Catalyst prediction with 721,799 reactions and 888 catalyst types from USPTO. The task is: Predict which catalyst facilitates the given reaction. (1) Reactant: [Cl:1][C:2]1[C:14]2[C:13](=[O:15])[C:12]3[CH:11]=[N:10][CH:9]=[CH:8][C:7]=3[C:6]=2[C:5]2[CH:16]=[CH:17][C:18]([OH:20])=[CH:19][C:4]=2[N:3]=1.C(=O)([O-])[O-].[K+].[K+].I[CH2:28][CH3:29]. Product: [Cl:1][C:2]1[C:14]2[C:13](=[O:15])[C:12]3[CH:11]=[N:10][CH:9]=[CH:8][C:7]=3[C:6]=2[C:5]2[CH:16]=[CH:17][C:18]([O:20][CH2:28][CH3:29])=[CH:19][C:4]=2[N:3]=1. The catalyst class is: 204. (2) Reactant: Cl.[CH:2]1([N:5]([CH:19]2[CH2:24][CH2:23][NH:22][CH2:21][CH2:20]2)[C:6](=[O:18])[C:7]2[CH:12]=[CH:11][C:10]([C:13]3[O:17][CH:16]=[N:15][CH:14]=3)=[CH:9][CH:8]=2)[CH2:4][CH2:3]1.F[C:26]1[CH:31]=[N:30][CH:29]=[CH:28][N:27]=1. Product: [CH:2]1([N:5]([CH:19]2[CH2:24][CH2:23][N:22]([C:26]3[CH:31]=[N:30][CH:29]=[CH:28][N:27]=3)[CH2:21][CH2:20]2)[C:6](=[O:18])[C:7]2[CH:8]=[CH:9][C:10]([C:13]3[O:17][CH:16]=[N:15][CH:14]=3)=[CH:11][CH:12]=2)[CH2:4][CH2:3]1. The catalyst class is: 60. (3) Reactant: [OH:1][CH:2]1[CH2:11][C:10]2[C:9]([NH:12][C:13](=[O:15])[O-])=[CH:8][CH:7]=[CH:6][C:5]=2[CH2:4][CH2:3]1.[N:16]1([C:22]2[CH:23]=[C:24]([CH:27]=[CH:28][C:29]=2[C:30]([F:33])([F:32])[F:31])[CH2:25][NH2:26])[CH2:21][CH2:20][CH2:19][CH2:18][CH2:17]1. Product: [OH:1][CH:2]1[CH2:11][C:10]2[C:9]([NH:12][C:13]([NH:26][CH2:25][C:24]3[CH:27]=[CH:28][C:29]([C:30]([F:31])([F:32])[F:33])=[C:22]([N:16]4[CH2:21][CH2:20][CH2:19][CH2:18][CH2:17]4)[CH:23]=3)=[O:15])=[CH:8][CH:7]=[CH:6][C:5]=2[CH2:4][CH2:3]1. The catalyst class is: 16. (4) Reactant: [OH:1][CH2:2][CH2:3][CH2:4][CH2:5][C:6]1([CH2:12][C:13]([N:15]([CH3:17])[CH3:16])=[O:14])[CH2:11][CH2:10][CH2:9][CH:8]=[CH:7]1.[Cr](O[Cr]([O-])(=O)=O)([O-])(=O)=[O:19].[NH+]1C=CC=CC=1.[NH+]1C=CC=CC=1.O. Product: [CH3:17][N:15]([CH3:16])[C:13]([CH2:12][C:6]1([CH2:5][CH2:4][CH2:3][C:2]([OH:19])=[O:1])[CH2:11][CH2:10][CH2:9][CH:8]=[CH:7]1)=[O:14]. The catalyst class is: 3. (5) Reactant: [CH:1]1([N:6]2[CH2:11][CH2:10][N:9]([C:12]([C:14]3[CH:15]=[C:16]4[C:20](=[CH:21][CH:22]=3)[NH:19][C:18]([C:23]([N:25]3[CH2:30][CH2:29][C:28]([F:32])([F:31])[CH2:27][CH2:26]3)=[O:24])=[CH:17]4)=[O:13])[CH2:8][CH2:7]2)[CH2:5][CH2:4][CH2:3][CH2:2]1.[CH3:33][O:34][C:35]1[CH:36]=[C:37](B(O)O)[CH:38]=[CH:39][CH:40]=1.N1C=CC=CC=1. Product: [CH:1]1([N:6]2[CH2:7][CH2:8][N:9]([C:12]([C:14]3[CH:15]=[C:16]4[C:20](=[CH:21][CH:22]=3)[N:19]([C:39]3[CH:38]=[CH:37][CH:36]=[C:35]([O:34][CH3:33])[CH:40]=3)[C:18]([C:23]([N:25]3[CH2:26][CH2:27][C:28]([F:31])([F:32])[CH2:29][CH2:30]3)=[O:24])=[CH:17]4)=[O:13])[CH2:10][CH2:11]2)[CH2:5][CH2:4][CH2:3][CH2:2]1. The catalyst class is: 221. (6) Reactant: [NH2:1][C:2]1[C:10]2[C:9]([C:11]3[CH:16]=[CH:15][C:14]([Cl:17])=[C:13]([Cl:18])[CH:12]=3)=[N:8][C:7](S(C)=O)=[N:6][C:5]=2[S:4][C:3]=1[C:22]([NH2:24])=[O:23].[NH:25]1[CH2:29][CH2:28][CH2:27][CH2:26]1.C1COCC1. Product: [NH2:1][C:2]1[C:10]2[C:9]([C:11]3[CH:16]=[CH:15][C:14]([Cl:17])=[C:13]([Cl:18])[CH:12]=3)=[N:8][C:7]([N:25]3[CH2:29][CH2:28][CH2:27][CH2:26]3)=[N:6][C:5]=2[S:4][C:3]=1[C:22]([NH2:24])=[O:23]. The catalyst class is: 144. (7) Reactant: [CH3:1][CH:2]([N:4]1[CH2:9][CH2:8][N:7]([C:10]2[CH:15]=[CH:14][C:13]([N+:16]([O-])=O)=[C:12]([O:19][CH3:20])[C:11]=2[CH3:21])[CH2:6][CH2:5]1)[CH3:3]. Product: [CH3:21][C:11]1[C:12]([O:19][CH3:20])=[C:13]([CH:14]=[CH:15][C:10]=1[N:7]1[CH2:6][CH2:5][N:4]([CH:2]([CH3:3])[CH3:1])[CH2:9][CH2:8]1)[NH2:16]. The catalyst class is: 94. (8) Reactant: CO[C:3](=[O:11])[C:4]1[CH:9]=[CH:8][CH:7]=[C:6]([CH3:10])[CH:5]=1.[CH3:12][CH2:13][Mg+].[Br-].[NH4+].[Cl-].[CH3:18][CH2:19]OC(C)=O. Product: [C:6]1([CH3:10])[CH:7]=[CH:8][CH:9]=[C:4]([C:3]([OH:11])([CH2:12][CH3:13])[CH2:18][CH3:19])[CH:5]=1. The catalyst class is: 1. (9) Reactant: [CH2:1]([NH:8][CH2:9][C:10]1[CH:15]=[CH:14][C:13]([C:16]2[C:25]3[C:20](=[CH:21][CH:22]=[CH:23][CH:24]=3)[CH:19]=[CH:18][CH:17]=2)=[CH:12][C:11]=1[O:26]C)[C:2]1[CH:7]=[CH:6][CH:5]=[CH:4][CH:3]=1.B(Br)(Br)Br. Product: [CH2:1]([NH:8][CH2:9][C:10]1[CH:15]=[CH:14][C:13]([C:16]2[C:25]3[C:20](=[CH:21][CH:22]=[CH:23][CH:24]=3)[CH:19]=[CH:18][CH:17]=2)=[CH:12][C:11]=1[OH:26])[C:2]1[CH:7]=[CH:6][CH:5]=[CH:4][CH:3]=1. The catalyst class is: 4. (10) Reactant: [Br:1][C:2]1[C:7]([CH3:8])=[CH:6][C:5]([OH:9])=[CH:4][C:3]=1[CH3:10].[O-]S(C(F)(F)[F:16])(=O)=O.F[N+]1C=CC=CC=1.S([O-])([O-])(=O)=S.[Na+].[Na+]. Product: [Br:1][C:2]1[C:7]([CH3:8])=[CH:6][C:5]([OH:9])=[C:4]([F:16])[C:3]=1[CH3:10]. The catalyst class is: 26.